This data is from Reaction yield outcomes from USPTO patents with 853,638 reactions. The task is: Predict the reaction yield, written as a fraction of the theoretical maximum amount of product (1.0 means a 100% yield; for example, 0.34 means a 34% yield). (1) The reactants are [C:1]([C:3]1([C:6]2[CH:7]=[C:8]([CH:12]=[CH:13][CH:14]=2)[C:9]([OH:11])=O)[CH2:5][CH2:4]1)#[N:2].C(Cl)(=O)C(Cl)=O.CN(C)C=O.[NH2:26][C:27]1[C:28]([F:52])=[CH:29][C:30]([Cl:51])=[C:31]([CH:50]=1)[O:32][C:33]1[CH:47]=[CH:46][C:36]2[N:37]=[C:38]([NH:40][C:41]([CH:43]3[CH2:45][CH2:44]3)=[O:42])[S:39][C:35]=2[C:34]=1[C:48]#[N:49]. The catalyst is O1CCCC1.C(OCC)(=O)C. The product is [Cl:51][C:30]1[C:31]([O:32][C:33]2[CH:47]=[CH:46][C:36]3[N:37]=[C:38]([NH:40][C:41]([CH:43]4[CH2:45][CH2:44]4)=[O:42])[S:39][C:35]=3[C:34]=2[C:48]#[N:49])=[CH:50][C:27]([NH:26][C:9](=[O:11])[C:8]2[CH:12]=[CH:13][CH:14]=[C:6]([C:3]3([C:1]#[N:2])[CH2:4][CH2:5]3)[CH:7]=2)=[C:28]([F:52])[CH:29]=1. The yield is 0.830. (2) The reactants are CS(O[CH:6]([C:16]1[C:21]([F:22])=[C:20]([Cl:23])[CH:19]=[C:18]([C:24](=[O:26])[CH3:25])[C:17]=1[O:27][CH2:28][CH3:29])[CH2:7][O:8][Si:9]([C:12]([CH3:15])([CH3:14])[CH3:13])([CH3:11])[CH3:10])(=O)=O.[N-:30]=[N+:31]=[N-:32].[Na+]. The catalyst is CS(C)=O.[Cl-].[Na+].O. The product is [N:30]([CH:6]([C:16]1[C:17]([O:27][CH2:28][CH3:29])=[C:18]([C:24](=[O:26])[CH3:25])[CH:19]=[C:20]([Cl:23])[C:21]=1[F:22])[CH2:7][O:8][Si:9]([C:12]([CH3:15])([CH3:14])[CH3:13])([CH3:11])[CH3:10])=[N+:31]=[N-:32]. The yield is 1.00. (3) The catalyst is CN(C=O)C. The yield is 0.890. The reactants are [H-].[Na+].[OH:3][C:4]1[CH:5]=[C:6]2[C:10](=[CH:11][CH:12]=1)[C:9](=[O:13])[NH:8][CH2:7]2.F[C:15]1[CH:20]=[CH:19][C:18]([N+:21]([O-:23])=[O:22])=[CH:17][CH:16]=1.O. The product is [C:9]1(=[O:13])[C:10]2[C:6](=[CH:5][C:4]([O:3][C:15]3[CH:20]=[CH:19][C:18]([N+:21]([O-:23])=[O:22])=[CH:17][CH:16]=3)=[CH:12][CH:11]=2)[CH2:7][NH:8]1. (4) The reactants are C1CCN(CCCN2CC3C4C=CC(F)=CC=4C(NC=3CC2)=O)CC1.[CH2:26]([N:33]1[C:41]2[CH:40]=[CH:39][CH:38]=[C:37]([C:42]([O:44]C)=[O:43])[C:36]=2[C:35]([CH2:46][CH2:47][NH:48][C@H:49]2[CH:54]3[CH2:55][CH2:56][N:51]([CH2:52][CH2:53]3)[CH2:50]2)=[N:34]1)[C:27]1[CH:32]=[CH:31][CH:30]=[CH:29][CH:28]=1.O.[OH-].[Li+:59]. No catalyst specified. The product is [CH2:26]([N:33]1[C:41]2[CH:40]=[CH:39][CH:38]=[C:37]([C:42]([O-:44])=[O:43])[C:36]=2[C:35]([CH2:46][CH2:47][NH:48][C@H:49]2[CH:54]3[CH2:55][CH2:56][N:51]([CH2:52][CH2:53]3)[CH2:50]2)=[N:34]1)[C:27]1[CH:28]=[CH:29][CH:30]=[CH:31][CH:32]=1.[Li+:59]. The yield is 1.00.